From a dataset of Forward reaction prediction with 1.9M reactions from USPTO patents (1976-2016). Predict the product of the given reaction. (1) Given the reactants [F:1][C:2]1[CH:3]=[C:4]2[C:8](=[CH:9][CH:10]=1)[NH:7][C:6]([C:11]([N:13]1[CH2:17][CH2:16][CH2:15][CH2:14]1)=[O:12])=[CH:5]2.[C:18]1([CH3:33])[CH:23]=[CH:22][C:21]([S:24][S:24][C:21]2[CH:22]=[CH:23][C:18]([CH3:33])=[CH:19][CH:20]=2)=[CH:20][CH:19]=1, predict the reaction product. The product is: [F:1][C:2]1[CH:3]=[C:4]2[C:8](=[CH:9][CH:10]=1)[NH:7][C:6]([C:11]([N:13]1[CH2:17][CH2:16][CH2:15][CH2:14]1)=[O:12])=[C:5]2[S:24][C:21]1[CH:22]=[CH:23][C:18]([CH3:33])=[CH:19][CH:20]=1. (2) Given the reactants CN.Cl.[CH3:4][N:5](C)CCCN=C=NCC.O.OC1C2N=NNC=2C=CC=1.Cl.[Cl:27][C:28]1[CH:33]=[CH:32][C:31]([CH:34]([C:51]2[CH:56]=[CH:55][C:54]([Cl:57])=[CH:53][CH:52]=2)[N:35]2[CH2:38][CH:37]([CH:39]([C:43]3[CH:48]=[C:47]([F:49])[CH:46]=[C:45]([F:50])[CH:44]=3)[C:40](O)=[O:41])[CH2:36]2)=[CH:30][CH:29]=1, predict the reaction product. The product is: [Cl:27][C:28]1[CH:33]=[CH:32][C:31]([CH:34]([C:51]2[CH:56]=[CH:55][C:54]([Cl:57])=[CH:53][CH:52]=2)[N:35]2[CH2:38][CH:37]([CH:39]([C:43]3[CH:48]=[C:47]([F:49])[CH:46]=[C:45]([F:50])[CH:44]=3)[C:40]([NH:5][CH3:4])=[O:41])[CH2:36]2)=[CH:30][CH:29]=1. (3) Given the reactants [Cl:1][C:2]1[CH:3]=[C:4]([C:14]2([OH:21])[CH2:17][CH:16]([C:18]([OH:20])=O)[CH2:15]2)[CH:5]=[CH:6][C:7]=1[CH2:8][N:9]1[CH2:13][CH2:12][CH2:11][CH2:10]1.[CH3:22][NH:23][CH2:24][CH:25]([CH3:27])[CH3:26].C(P1(=O)OP(CCC)(=O)OP(CCC)(=O)O1)CC.[OH-].[Na+], predict the reaction product. The product is: [CH2:24]([N:23]([CH3:22])[C:18]([CH:16]1[CH2:17][C:14]([C:4]2[CH:5]=[CH:6][C:7]([CH2:8][N:9]3[CH2:13][CH2:12][CH2:11][CH2:10]3)=[C:2]([Cl:1])[CH:3]=2)([OH:21])[CH2:15]1)=[O:20])[CH:25]([CH3:27])[CH3:26].